Dataset: Reaction yield outcomes from USPTO patents with 853,638 reactions. Task: Predict the reaction yield, written as a fraction of the theoretical maximum amount of product (1.0 means a 100% yield; for example, 0.34 means a 34% yield). (1) The reactants are [Cl:1][C:2]1[CH:7]=[C:6]([Cl:8])[CH:5]=[CH:4][C:3]=1[NH:9][C:10]1[N:15]2[N:16]=[CH:17][C:18]([S:19]([NH2:22])(=[O:21])=[O:20])=[C:14]2[N:13]=[CH:12][C:11]=1[C:23]([N:25]1[CH2:30][CH2:29][CH:28]([C:31]2[CH:36]=[CH:35][C:34]([F:37])=[CH:33][CH:32]=2)[CH2:27][CH2:26]1)=[O:24].[C:38](O)(=[O:41])[CH2:39][CH3:40]. No catalyst specified. The product is [Cl:1][C:2]1[CH:7]=[C:6]([Cl:8])[CH:5]=[CH:4][C:3]=1[NH:9][C:10]1[N:15]2[N:16]=[CH:17][C:18]([S:19]([NH:22][C:38](=[O:41])[CH2:39][CH3:40])(=[O:21])=[O:20])=[C:14]2[N:13]=[CH:12][C:11]=1[C:23]([N:25]1[CH2:26][CH2:27][CH:28]([C:31]2[CH:32]=[CH:33][C:34]([F:37])=[CH:35][CH:36]=2)[CH2:29][CH2:30]1)=[O:24]. The yield is 0.620. (2) The reactants are [C:1]([C:5]1[N:10]=[C:9]([N:11]2[CH2:16][CH2:15][N:14]([CH2:17][CH2:18][CH2:19][CH2:20][NH2:21])[CH2:13][CH2:12]2)[CH:8]=[C:7]([C:22]([F:25])([F:24])[F:23])[N:6]=1)([CH3:4])([CH3:3])[CH3:2].C1N=CN([C:31]([N:33]2[CH:37]=N[CH:35]=[CH:34]2)=[O:32])C=1.[CH3:38][O:39][C:40]1[CH:48]=[CH:47][C:46]2[NH:45][C:44]3CCNC[C:43]=3[C:42]=2[CH:41]=1. The catalyst is C(Cl)(Cl)Cl.CO. The product is [C:1]([C:5]1[N:10]=[C:9]([N:11]2[CH2:16][CH2:15][N:14]([CH2:17][CH2:18][CH2:19][CH2:20][NH:21][C:31]([N:33]3[CH2:34][CH2:35][C:44]4[NH:45][C:46]5[CH:47]=[CH:48][C:40]([O:39][CH3:38])=[CH:41][C:42]=5[C:43]=4[CH2:37]3)=[O:32])[CH2:13][CH2:12]2)[CH:8]=[C:7]([C:22]([F:24])([F:25])[F:23])[N:6]=1)([CH3:4])([CH3:2])[CH3:3]. The yield is 0.440. (3) The reactants are [F:1][C:2]([F:14])([F:13])[C:3]1[C:7]([C:8]([O:10][CH2:11][CH3:12])=[O:9])=[CH:6][NH:5][N:4]=1.Br.Br[CH2:17][C:18]1[CH:23]=[CH:22][CH:21]=[CH:20][N:19]=1.C(=O)([O-])[O-].[K+].[K+]. The catalyst is CN(C=O)C. The product is [N:19]1[CH:20]=[CH:21][CH:22]=[CH:23][C:18]=1[CH2:17][N:5]1[CH:6]=[C:7]([C:8]([O:10][CH2:11][CH3:12])=[O:9])[C:3]([C:2]([F:1])([F:13])[F:14])=[N:4]1. The yield is 0.870. (4) The reactants are [Cl:1][C:2]1[N:7]=[C:6](Cl)[C:5]([N+:9]([O-:11])=[O:10])=[CH:4][N:3]=1.[C:12]([OH:21])(=[O:20])[C:13]1[C:14](=[CH:16][CH:17]=[CH:18][CH:19]=1)[NH2:15].C(N(CC)C(C)C)(C)C. The catalyst is C1COCC1. The product is [Cl:1][C:2]1[N:7]=[C:6]([NH:15][C:14]2[CH:16]=[CH:17][CH:18]=[CH:19][C:13]=2[C:12]([OH:21])=[O:20])[C:5]([N+:9]([O-:11])=[O:10])=[CH:4][N:3]=1. The yield is 0.420. (5) The reactants are [CH3:1][S:2]([OH:4])=[O:3].Br[C:6]1[CH:7]=[CH:8]C=[CH:10][CH:11]=1.CC1(C)C(C)(C)OB([C:20]2[CH:25]=[CH:24][C:23]([N+:26]([O-:28])=[O:27])=[CH:22][C:21]=2[CH3:29])O1.[C:31](=O)([O-])[O-].[Cs+].[Cs+]. The catalyst is CN(C=O)C.C1C=CC(P(C2C=CC=CC=2)[C-]2C=CC=C2)=CC=1.C1C=CC(P(C2C=CC=CC=2)[C-]2C=CC=C2)=CC=1.Cl[Pd]Cl.[Fe+2]. The product is [CH3:31][O:3][S:2]([C:1]1[CH:10]=[C:11]([C:20]2[CH:25]=[CH:24][C:23]([N+:26]([O-:28])=[O:27])=[CH:22][C:21]=2[CH3:29])[CH:6]=[CH:7][CH:8]=1)=[O:4]. The yield is 0.560.